From a dataset of Reaction yield outcomes from USPTO patents with 853,638 reactions. Predict the reaction yield, written as a fraction of the theoretical maximum amount of product (1.0 means a 100% yield; for example, 0.34 means a 34% yield). (1) The reactants are [OH-].[Na+].[OH:3][CH2:4][C:5]([NH:7][NH:8][C:9]([SH:12])=[N:10][CH3:11])=O.Cl. The catalyst is CCO. The product is [SH:12][C:9]1[N:10]([CH3:11])[C:5]([CH2:4][OH:3])=[N:7][N:8]=1. The yield is 0.830. (2) The reactants are [OH:1][C:2]1[N:9]=[C:8]([CH3:10])[CH:7]=[C:6]([O:11][CH3:12])[C:3]=1[C:4]#[N:5].O.NN. The catalyst is C(O)C.[Ni]. The product is [NH2:5][CH2:4][C:3]1[C:2]([OH:1])=[N:9][C:8]([CH3:10])=[CH:7][C:6]=1[O:11][CH3:12]. The yield is 0.560. (3) The reactants are [C:1]1([CH3:11])[CH:6]=[CH:5][CH:4]=[CH:3][C:2]=1[CH2:7][C:8](=[O:10])[CH3:9].[Cr](Cl)([O-])(=O)=[O:13].[NH+]1C=CC=CC=1.N1C=CC=CC=1. The catalyst is C(Cl)Cl. The yield is 0.150. The product is [C:1]1([CH3:11])[CH:6]=[CH:5][CH:4]=[CH:3][C:2]=1[C:7](=[O:13])[C:8](=[O:10])[CH3:9]. (4) The reactants are [N+:1]([C:4]1[S:8][C:7]([C:9]2[O:10][C:11]3[CH:16]=[CH:15][N:14]=[CH:13][C:12]=3[N:17]=2)=[CH:6][CH:5]=1)([O-])=O.[NH4+].[Cl-].C(OCC)(=O)C.CCN(CC)CC. The catalyst is CO.O.[Fe]. The product is [O:10]1[C:11]2[CH:16]=[CH:15][N:14]=[CH:13][C:12]=2[N:17]=[C:9]1[C:7]1[S:8][C:4]([NH2:1])=[CH:5][CH:6]=1. The yield is 0.700. (5) The reactants are [Br:1][C:2]1[S:3][CH:4]=[CH:5][C:6]=1[CH2:7][C:8]([O:10][CH3:11])=[O:9].[I:12][C:13]1[CH:21]=[CH:20][C:16]([C:17](Cl)=[O:18])=[CH:15][C:14]=1[N+:22]([O-:24])=[O:23].[Al+3].[Cl-].[Cl-].[Cl-]. The catalyst is C(Cl)Cl. The product is [Br:1][C:2]1[S:3][C:4]([C:17](=[O:18])[C:16]2[CH:20]=[CH:21][C:13]([I:12])=[C:14]([N+:22]([O-:24])=[O:23])[CH:15]=2)=[CH:5][C:6]=1[CH2:7][C:8]([O:10][CH3:11])=[O:9]. The yield is 0.610.